The task is: Predict which catalyst facilitates the given reaction.. This data is from Catalyst prediction with 721,799 reactions and 888 catalyst types from USPTO. Reactant: [Cl:1][C:2]1[CH:7]=[C:6]([Cl:8])[CH:5]=[CH:4][C:3]=1[CH2:9][CH2:10][O:11][C:12]1[CH:13]=[C:14]([CH:18]=[CH:19][C:20]=1[CH3:21])[C:15]([OH:17])=O.FC(F)(F)C(O)=O.[CH2:29]([O:36][C:37](=[O:49])[N:38]=[C:39]([NH2:48])[N:40]1[CH2:45][CH2:44][CH:43]([CH2:46][NH2:47])[CH2:42][CH2:41]1)[C:30]1[CH:35]=[CH:34][CH:33]=[CH:32][CH:31]=1.CN(C(ON1N=NC2C=CC=NC1=2)=[N+](C)C)C.F[P-](F)(F)(F)(F)F. Product: [CH2:29]([O:36][C:37](=[O:49])[N:38]=[C:39]([NH2:48])[N:40]1[CH2:41][CH2:42][CH:43]([CH2:46][NH:47][C:15](=[O:17])[C:14]2[CH:18]=[CH:19][C:20]([CH3:21])=[C:12]([O:11][CH2:10][CH2:9][C:3]3[CH:4]=[CH:5][C:6]([Cl:8])=[CH:7][C:2]=3[Cl:1])[CH:13]=2)[CH2:44][CH2:45]1)[C:30]1[CH:35]=[CH:34][CH:33]=[CH:32][CH:31]=1. The catalyst class is: 3.